Task: Predict which catalyst facilitates the given reaction.. Dataset: Catalyst prediction with 721,799 reactions and 888 catalyst types from USPTO (1) Reactant: [Cl:1][C:2]1[CH:3]=[C:4]([C:12]2[O:16][N:15]=[C:14]([C:17]3[CH:34]=[CH:33][C:20]4[CH2:21][N:22](C(OC(C)(C)C)=O)[CH2:23][CH2:24][O:25][C:19]=4[CH:18]=3)[N:13]=2)[CH:5]=[CH:6][C:7]=1[O:8][CH:9]([CH3:11])[CH3:10].Cl. Product: [ClH:1].[Cl:1][C:2]1[CH:3]=[C:4]([C:12]2[O:16][N:15]=[C:14]([C:17]3[CH:34]=[CH:33][C:20]4[CH2:21][NH:22][CH2:23][CH2:24][O:25][C:19]=4[CH:18]=3)[N:13]=2)[CH:5]=[CH:6][C:7]=1[O:8][CH:9]([CH3:11])[CH3:10]. The catalyst class is: 12. (2) Reactant: [N:1]1([C:7]2[CH:14]=[CH:13][C:10]([CH2:11]O)=[CH:9][CH:8]=2)[CH2:6][CH2:5][O:4][CH2:3][CH2:2]1.C(Cl)(Cl)=O.[CH3:19][O:20][C:21]1[CH:36]=[CH:35][C:24]([C:25]([NH:27][C:28]2[C:29]([NH2:34])=[CH:30][CH:31]=[CH:32][CH:33]=2)=[O:26])=[CH:23][CH:22]=1.N1C=CC=CC=1. Product: [CH3:19][O:20][C:21]1[CH:22]=[CH:23][C:24]([C:25]([NH:27][C:28]2[C:29]([NH:34][CH2:11][C:10]3[CH:13]=[CH:14][C:7]([N:1]4[CH2:6][CH2:5][O:4][CH2:3][CH2:2]4)=[CH:8][CH:9]=3)=[CH:30][CH:31]=[CH:32][CH:33]=2)=[O:26])=[CH:35][CH:36]=1. The catalyst class is: 308.